Dataset: Forward reaction prediction with 1.9M reactions from USPTO patents (1976-2016). Task: Predict the product of the given reaction. (1) Given the reactants [Br:1][C:2]1[CH:3]=[C:4]([C:17]([F:20])([F:19])[F:18])[C:5]2[N:6]([C:8]([N+:14]([O-:16])=[O:15])=[C:9]([C:11]([OH:13])=O)[N:10]=2)[CH:7]=1.[S:21]1[CH:25]=[CH:24][CH:23]=[C:22]1[CH2:26][NH2:27].CN(C(ON1N=NC2C=CC=NC1=2)=[N+](C)C)C.F[P-](F)(F)(F)(F)F.C(N(C(C)C)CC)(C)C, predict the reaction product. The product is: [S:21]1[CH:25]=[CH:24][CH:23]=[C:22]1[CH2:26][NH:27][C:11]([C:9]1[N:10]=[C:5]2[C:4]([C:17]([F:20])([F:19])[F:18])=[CH:3][C:2]([Br:1])=[CH:7][N:6]2[C:8]=1[N+:14]([O-:16])=[O:15])=[O:13]. (2) Given the reactants [CH3:1][C:2]1[CH:13]=[CH:12][CH:11]=[C:10]2[C:3]=1[NH:4][CH:5]=[C:6]2[CH2:7][CH2:8][NH2:9].C([N:21]1[CH2:25][CH2:24][C:23](=O)[CH2:22]1)(OC(C)(C)C)=O.Cl.O1CCOCC1, predict the reaction product. The product is: [CH3:1][C:2]1[CH:13]=[CH:12][CH:11]=[C:10]2[C:3]=1[NH:4][C:5]1[C:23]3([CH2:24][CH2:25][NH:21][CH2:22]3)[NH:9][CH2:8][CH2:7][C:6]2=1. (3) The product is: [CH2:1]([O:3][C:4]([C:6]1[N:14]([CH3:15])[C:13]2[C:12]([F:16])=[CH:11][N:10]=[CH:9][C:8]=2[C:7]=1[NH:17][C:20]1[CH:21]=[CH:22][C:23]([Si:25]([CH3:27])([CH3:26])[CH3:28])=[CH:24][C:19]=1[F:18])=[O:5])[CH3:2]. Given the reactants [CH2:1]([O:3][C:4]([C:6]1[N:14]([CH3:15])[C:13]2[C:12]([F:16])=[CH:11][N:10]=[CH:9][C:8]=2[C:7]=1[NH2:17])=[O:5])[CH3:2].[F:18][C:19]1[CH:24]=[C:23]([Si:25]([CH3:28])([CH3:27])[CH3:26])[CH:22]=[CH:21][C:20]=1OS(C(F)(F)F)(=O)=O.C([O-])([O-])=O.[Cs+].[Cs+], predict the reaction product. (4) Given the reactants [CH2:1]([O:8][C:9]1[C:10]([CH2:20][CH:21]([C:23]2[O:24][C:25]([CH2:28][N:29]([CH3:31])[CH3:30])=[CH:26][CH:27]=2)[NH2:22])=[CH:11][C:12]([Cl:19])=[C:13]2[C:18]=1[N:17]=[CH:16][CH:15]=[CH:14]2)[C:2]1[CH:7]=[CH:6][CH:5]=[CH:4][CH:3]=1.[C:32](Cl)(=[O:36])[CH:33]([CH3:35])[CH3:34].C(N(CC)CC)C, predict the reaction product. The product is: [CH2:1]([O:8][C:9]1[C:10]([CH2:20][CH:21]([NH:22][C:32](=[O:36])[CH:33]([CH3:35])[CH3:34])[C:23]2[O:24][C:25]([CH2:28][N:29]([CH3:30])[CH3:31])=[CH:26][CH:27]=2)=[CH:11][C:12]([Cl:19])=[C:13]2[C:18]=1[N:17]=[CH:16][CH:15]=[CH:14]2)[C:2]1[CH:7]=[CH:6][CH:5]=[CH:4][CH:3]=1. (5) Given the reactants [OH-].[Na+].[Br:3][C:4]1[CH:9]=[CH:8][C:7]([OH:10])=[CH:6][CH:5]=1.Br[CH2:12][CH2:13][C:14]([OH:16])=[O:15].Cl, predict the reaction product. The product is: [Br:3][C:4]1[CH:9]=[CH:8][C:7]([O:10][CH2:12][CH2:13][C:14]([OH:16])=[O:15])=[CH:6][CH:5]=1. (6) The product is: [Si:1]([O:14][C@H:15]1[CH2:19][N:18]([S:20]([C:23]2[CH:28]=[CH:27][C:26]([C:29]([F:30])([F:31])[F:32])=[CH:25][CH:24]=2)(=[O:22])=[O:21])[C@H:17]([C:33]([O:35][CH3:36])=[O:34])[CH2:16]1)([C:4]([CH3:7])([CH3:6])[CH3:5])([CH3:3])[CH3:2]. Given the reactants [Si:1](Cl)([C:4]([CH3:7])([CH3:6])[CH3:5])([CH3:3])[CH3:2].N1C=CN=C1.[OH:14][C@H:15]1[CH2:19][N:18]([S:20]([C:23]2[CH:28]=[CH:27][C:26]([C:29]([F:32])([F:31])[F:30])=[CH:25][CH:24]=2)(=[O:22])=[O:21])[C@H:17]([C:33]([O:35][CH3:36])=[O:34])[CH2:16]1, predict the reaction product. (7) Given the reactants C(O[CH:5]([C:22]1[CH:26]=[CH:25][N:24]([C:27]2[CH:32]=[CH:31][C:30]([C:33]3[CH:38]=[CH:37][CH:36]=[CH:35][CH:34]=3)=[CH:29][CH:28]=2)[CH:23]=1)[C:6]([N:8]1[C@@H:12]([CH2:13][C:14]2[CH:19]=[CH:18][CH:17]=[CH:16][CH:15]=2)[CH2:11][O:10][C:9]1([CH3:21])[CH3:20])=[O:7])(=O)C.C([O-])=O.[NH4+].CCOC(C)=O.C(Cl)Cl, predict the reaction product. The product is: [CH2:13]([C@H:12]1[CH2:11][O:10][C:9]([CH3:21])([CH3:20])[N:8]1[C:6](=[O:7])[CH2:5][C:22]1[CH:26]=[CH:25][N:24]([C:27]2[CH:28]=[CH:29][C:30]([C:33]3[CH:34]=[CH:35][CH:36]=[CH:37][CH:38]=3)=[CH:31][CH:32]=2)[CH:23]=1)[C:14]1[CH:19]=[CH:18][CH:17]=[CH:16][CH:15]=1. (8) Given the reactants [C:1]1([C:7]2[O:11][N:10]=[C:9]([C@H:12]3[CH2:16][CH2:15][C@H:14]([NH:17]C(=O)OC(C)(C)C)[CH2:13]3)[N:8]=2)[CH:6]=[CH:5][CH:4]=[CH:3][CH:2]=1.FC(F)(F)C(O)=O, predict the reaction product. The product is: [C:1]1([C:7]2[O:11][N:10]=[C:9]([C@H:12]3[CH2:16][CH2:15][C@H:14]([NH2:17])[CH2:13]3)[N:8]=2)[CH:2]=[CH:3][CH:4]=[CH:5][CH:6]=1. (9) Given the reactants C[O:2][C:3](=[O:39])[C@H:4]([NH:11][C:12]([C:14]12[CH2:21][C:18]([C:22]3[NH:30][C:29]4[C:28](=[O:31])[N:27]([CH2:32][CH2:33][CH3:34])[C:26](=[O:35])[N:25]([CH2:36][CH2:37][CH3:38])[C:24]=4[N:23]=3)([CH2:19][CH2:20]1)[CH2:17][CH2:16][CH2:15]2)=[O:13])[C:5]1[CH:10]=[CH:9][CH:8]=[CH:7][CH:6]=1.[Li+].[OH-], predict the reaction product. The product is: [O:35]=[C:26]1[N:25]([CH2:36][CH2:37][CH3:38])[C:24]2[N:23]=[C:22]([C:18]34[CH2:21][C:14]([C:12]([NH:11][C@H:4]([C:5]5[CH:6]=[CH:7][CH:8]=[CH:9][CH:10]=5)[C:3]([OH:39])=[O:2])=[O:13])([CH2:20][CH2:19]3)[CH2:15][CH2:16][CH2:17]4)[NH:30][C:29]=2[C:28](=[O:31])[N:27]1[CH2:32][CH2:33][CH3:34].